From a dataset of Peptide-MHC class II binding affinity with 134,281 pairs from IEDB. Regression. Given a peptide amino acid sequence and an MHC pseudo amino acid sequence, predict their binding affinity value. This is MHC class II binding data. (1) The peptide sequence is TDIAEMGANLCVERV. The MHC is DRB3_0301 with pseudo-sequence DRB3_0301. The binding affinity (normalized) is 0.579. (2) The binding affinity (normalized) is 0. The peptide sequence is ERNVTVTHSVNLLEEKH. The MHC is DRB1_0401 with pseudo-sequence DRB1_0401. (3) The peptide sequence is NKVKSLRILNTRRKL. The MHC is DRB5_0101 with pseudo-sequence DRB5_0101. The binding affinity (normalized) is 0.974. (4) The MHC is DRB3_0202 with pseudo-sequence DRB3_0202. The peptide sequence is LVDEERKLHQQGRCR. The binding affinity (normalized) is 0. (5) The peptide sequence is TWHYDDENPYKTWAYHG. The binding affinity (normalized) is 0.263. The MHC is DRB1_1302 with pseudo-sequence DRB1_1302.